Dataset: Peptide-MHC class I binding affinity with 185,985 pairs from IEDB/IMGT. Task: Regression. Given a peptide amino acid sequence and an MHC pseudo amino acid sequence, predict their binding affinity value. This is MHC class I binding data. (1) The peptide sequence is KQLEWKWGI. The MHC is HLA-A02:03 with pseudo-sequence HLA-A02:03. The binding affinity (normalized) is 0.416. (2) The peptide sequence is DTLKVGNTY. The MHC is HLA-A25:01 with pseudo-sequence HLA-A25:01. The binding affinity (normalized) is 0.340. (3) The peptide sequence is AVMAPRTHNR. The MHC is HLA-A68:01 with pseudo-sequence HLA-A68:01. The binding affinity (normalized) is 0.705. (4) The peptide sequence is MLIDFRELNR. The MHC is Mamu-A2201 with pseudo-sequence Mamu-A2201. The binding affinity (normalized) is 0.